Dataset: Forward reaction prediction with 1.9M reactions from USPTO patents (1976-2016). Task: Predict the product of the given reaction. (1) Given the reactants [NH2:1][C:2]1[CH:3]=[CH:4][C:5]([C:8]2[N:13]=[C:12]([OH:14])[CH:11]=[C:10]([C:15]([F:18])([F:17])[F:16])[N:9]=2)=[N:6][CH:7]=1.C(N(CC)CC)C.[Cl:26][CH:27]([CH3:31])[C:28](Cl)=[O:29], predict the reaction product. The product is: [Cl:26][CH:27]([CH3:31])[C:28]([NH:1][C:2]1[CH:7]=[N:6][C:5]([C:8]2[N:13]=[C:12]([OH:14])[CH:11]=[C:10]([C:15]([F:18])([F:17])[F:16])[N:9]=2)=[CH:4][CH:3]=1)=[O:29]. (2) The product is: [C:33]([N:1]1[CH2:2][CH:3]([N:5]([CH3:25])[C:6]2[CH:7]=[C:8]([N:12]3[C:20]([CH3:21])([CH3:22])[C:19]4[C:14](=[CH:15][CH:16]=[C:17]([Cl:23])[CH:18]=4)[C:13]3=[O:24])[CH:9]=[N:10][CH:11]=2)[CH2:4]1)(=[O:35])[CH3:34]. Given the reactants [NH:1]1[CH2:4][CH:3]([N:5]([CH3:25])[C:6]2[CH:7]=[C:8]([N:12]3[C:20]([CH3:22])([CH3:21])[C:19]4[C:14](=[CH:15][CH:16]=[C:17]([Cl:23])[CH:18]=4)[C:13]3=[O:24])[CH:9]=[N:10][CH:11]=2)[CH2:2]1.CCN(CC)CC.[C:33](Cl)(=[O:35])[CH3:34], predict the reaction product. (3) Given the reactants [C-:1]#[N:2].[K+].[Cl:4][C:5]1[C:10]([CH2:11][C:12]2[CH:17]=[CH:16][C:15]([CH2:18]Cl)=[CH:14][C:13]=2[F:20])=[C:9]([CH3:21])[N:8]=[C:7]([NH2:22])[N:6]=1, predict the reaction product. The product is: [NH2:22][C:7]1[N:6]=[C:5]([Cl:4])[C:10]([CH2:11][C:12]2[CH:17]=[CH:16][C:15]([CH2:18][C:1]#[N:2])=[CH:14][C:13]=2[F:20])=[C:9]([CH3:21])[N:8]=1. (4) Given the reactants [Br:1][C:2]1[CH:3]=[C:4]([CH:6]=[CH:7][CH:8]=1)[NH2:5].[Br:1][C:2]1[CH:3]=[C:4]([NH2:5])[CH:6]=[CH:7][CH:8]=1.[CH3:17][N:18]=[C:19]=[O:20], predict the reaction product. The product is: [Br:1][C:2]1[CH:3]=[C:4]([NH:5][C:19]([NH:18][CH3:17])=[O:20])[CH:6]=[CH:7][CH:8]=1. (5) Given the reactants NC1C=[CH:8][C:5]([CH:6]=O)=[CH:4][CH:3]=1.Cl.[CH3:11][O:12][C:13](=[O:16])[CH2:14][NH2:15].[CH2:17]([N:19]([CH2:22][CH3:23])[CH2:20]C)C.[O-]S([O-])(=O)=O.[Mg+2].[BH4-].[Na+], predict the reaction product. The product is: [CH3:11][O:12][C:13](=[O:16])[CH2:14][NH:15][CH2:8][C:5]1[CH:6]=[CH:23][C:22]([N:19]([CH3:17])[CH3:20])=[CH:3][CH:4]=1. (6) Given the reactants [C:1]([NH:9][C:10]1[C:11]2[N:12]=[CH:13][N:14]([C:23]=2[N:24]=[CH:25][N:26]=1)[C@@H:15]1[O:22][C@H:19]([CH2:20][OH:21])[C@@H:17]([OH:18])[CH2:16]1)(=[O:8])[C:2]1[CH:7]=[CH:6][CH:5]=[CH:4][CH:3]=1.N1C=CN=C1.[Si:32](Cl)([C:35]([CH3:38])([CH3:37])[CH3:36])([CH3:34])[CH3:33], predict the reaction product. The product is: [C:1]([NH:9][C:10]1[C:11]2[N:12]=[CH:13][N:14]([C:23]=2[N:24]=[CH:25][N:26]=1)[C@@H:15]1[O:22][C@H:19]([CH2:20][O:21][Si:32]([C:35]([CH3:38])([CH3:37])[CH3:36])([CH3:34])[CH3:33])[C@@H:17]([OH:18])[CH2:16]1)(=[O:8])[C:2]1[CH:3]=[CH:4][CH:5]=[CH:6][CH:7]=1. (7) Given the reactants [CH3:1][C:2]1[CH:7]=[CH:6][CH:5]=[C:4]([CH3:8])[C:3]=1[N:9]1[CH:14]=[CH:13][CH:12]=[C:11]([C:15]([OH:17])=O)[C:10]1=[O:18].[NH2:19][C:20]1[CH:41]=[CH:40][C:23]([O:24][C:25]2[CH:26]=[CH:27][C:28]3[N:29]([CH:31]=[C:32]([NH:34][C:35]([CH:37]4[CH2:39][CH2:38]4)=[O:36])[N:33]=3)[CH:30]=2)=[C:22]([F:42])[CH:21]=1.CN(C(ON1N=NC2C=CC=NC1=2)=[N+](C)C)C.F[P-](F)(F)(F)(F)F.C(N(CC)C(C)C)(C)C, predict the reaction product. The product is: [CH:37]1([C:35]([NH:34][C:32]2[N:33]=[C:28]3[CH:27]=[CH:26][C:25]([O:24][C:23]4[CH:40]=[CH:41][C:20]([NH:19][C:15]([C:11]5[C:10](=[O:18])[N:9]([C:3]6[C:4]([CH3:8])=[CH:5][CH:6]=[CH:7][C:2]=6[CH3:1])[CH:14]=[CH:13][CH:12]=5)=[O:17])=[CH:21][C:22]=4[F:42])=[CH:30][N:29]3[CH:31]=2)=[O:36])[CH2:38][CH2:39]1.